This data is from Forward reaction prediction with 1.9M reactions from USPTO patents (1976-2016). The task is: Predict the product of the given reaction. (1) Given the reactants [CH2:1]([O:5][C:6]1[N:14]=[C:13]2[C:9]([N:10]=[C:11]([O:24][CH3:25])[N:12]2[CH2:15][CH2:16][CH2:17][CH:18]2C[CH2:22][CH2:21][CH2:20][NH:19]2)=[C:8]([NH2:26])[N:7]=1)[CH2:2][CH2:3][CH3:4].NC1N=C(OCCCC)N=C2C=1N=C(OC)N2CCC1CCCN(C(OCC2C=CC=CC=2)=O)C1, predict the reaction product. The product is: [CH2:1]([O:5][C:6]1[N:14]=[C:13]2[C:9]([N:10]=[C:11]([O:24][CH3:25])[N:12]2[CH2:15][CH2:16][CH:17]2[CH2:22][CH2:21][CH2:20][NH:19][CH2:18]2)=[C:8]([NH2:26])[N:7]=1)[CH2:2][CH2:3][CH3:4]. (2) Given the reactants Br[C:2]1[C:3]([NH:23][CH2:24][C:25]2[CH:30]=[CH:29][C:28]([O:31][CH3:32])=[CH:27][CH:26]=2)=[N:4][C:5]([O:21][CH3:22])=[C:6]([C:8]2[CH:13]=[CH:12][C:11]([O:14][C:15]([F:18])([F:17])[F:16])=[CH:10][C:9]=2[O:19][CH3:20])[N:7]=1.[CH2:33](B(O)O)[CH3:34].C(=O)([O-])[O-].[K+].[K+], predict the reaction product. The product is: [CH2:33]([C:2]1[C:3]([NH:23][CH2:24][C:25]2[CH:30]=[CH:29][C:28]([O:31][CH3:32])=[CH:27][CH:26]=2)=[N:4][C:5]([O:21][CH3:22])=[C:6]([C:8]2[CH:13]=[CH:12][C:11]([O:14][C:15]([F:18])([F:17])[F:16])=[CH:10][C:9]=2[O:19][CH3:20])[N:7]=1)[CH3:34]. (3) Given the reactants [CH2:1]1[CH:14]2[C:5](=[N:6][C:7]3[C:12]([C:13]2=O)=[CH:11][CH:10]=[CH:9][CH:8]=3)[CH2:4][CH2:3][CH2:2]1.CN(C=O)C.O.[NH4+].[OH-].S(Cl)([Cl:26])=O, predict the reaction product. The product is: [Cl:26][C:13]1[C:12]2[C:7]([N:6]=[C:5]3[C:14]=1[CH2:1][CH2:2][CH2:3][CH2:4]3)=[CH:8][CH:9]=[CH:10][CH:11]=2. (4) Given the reactants [CH2:1]([N:3]([CH2:26][CH3:27])[CH2:4][CH2:5][NH:6][C:7](=[O:25])[C:8]1[CH:13]=[CH:12][C:11]([N:14](S(C)(=O)=O)[S:15]([CH3:18])(=[O:17])=[O:16])=[CH:10][C:9]=1[O:23][CH3:24])[CH3:2].[OH-].[K+].C(=O)(O)[O-].[Na+].C(Cl)Cl, predict the reaction product. The product is: [CH2:26]([N:3]([CH2:1][CH3:2])[CH2:4][CH2:5][NH:6][C:7](=[O:25])[C:8]1[CH:13]=[CH:12][C:11]([NH:14][S:15]([CH3:18])(=[O:16])=[O:17])=[CH:10][C:9]=1[O:23][CH3:24])[CH3:27]. (5) Given the reactants [F:1][C:2]1[CH:7]=[C:6]([CH2:8]C(N2CCOCC2)=S)[CH:5]=[CH:4][C:3]=1[N:17]1[CH2:22][CH2:21][N:20]([C:23]([O:25][C:26]([CH3:29])([CH3:28])[CH3:27])=[O:24])[CH2:19][CH2:18]1.Cl.[OH-].[Na+].[C:33](OC(OC(C)(C)C)=O)([O:35]C(C)(C)C)=[O:34], predict the reaction product. The product is: [C:26]([O:25][C:23]([N:20]1[CH2:21][CH2:22][N:17]([C:3]2[CH:4]=[CH:5][C:6]([CH2:8][C:33]([OH:35])=[O:34])=[CH:7][C:2]=2[F:1])[CH2:18][CH2:19]1)=[O:24])([CH3:27])([CH3:29])[CH3:28].